Dataset: Reaction yield outcomes from USPTO patents with 853,638 reactions. Task: Predict the reaction yield, written as a fraction of the theoretical maximum amount of product (1.0 means a 100% yield; for example, 0.34 means a 34% yield). (1) The reactants are C[O:2][C:3]1[CH:8]=[CH:7][CH:6]=[CH:5][C:4]=1[C:9]1[N:10]([CH2:24][CH2:25][C:26]2[CH:31]=[CH:30][CH:29]=[CH:28][CH:27]=2)[C:11](=[O:23])[C:12]2[C:18]([C:19]([F:22])([F:21])[F:20])=[N:17][CH:16]=[CH:15][C:13]=2[N:14]=1.B(Cl)(Cl)Cl. The catalyst is ClCCl.CCCCCC.CO. The product is [OH:2][C:3]1[CH:8]=[CH:7][CH:6]=[CH:5][C:4]=1[C:9]1[N:10]([CH2:24][CH2:25][C:26]2[CH:27]=[CH:28][CH:29]=[CH:30][CH:31]=2)[C:11](=[O:23])[C:12]2[C:18]([C:19]([F:22])([F:21])[F:20])=[N:17][CH:16]=[CH:15][C:13]=2[N:14]=1. The yield is 0.620. (2) The reactants are [CH2:1]([O:3][C:4]1[CH:5]=[C:6]([C@H:12]([N:18]2[C:26](=[O:27])[C:25]3[C:20](=[CH:21][CH:22]=[CH:23][C:24]=3[NH:28][C:29]([CH:31]3[CH2:33][CH2:32]3)=[O:30])[CH2:19]2)[CH2:13][C:14](=[O:17])[NH:15][OH:16])[CH:7]=[CH:8][C:9]=1[O:10][CH3:11])[CH3:2].[CH3:34][C:35]([CH3:40])([CH3:39])[C:36](Cl)=[O:37]. The catalyst is C(#N)C. The product is [CH3:34][C:35]([CH3:40])([CH3:39])[C:36]([O:16][NH:15][C:14]([CH2:13][C@@H:12]([N:18]1[C:26](=[O:27])[C:25]2[C:20](=[CH:21][CH:22]=[CH:23][C:24]=2[NH:28][C:29]([CH:31]2[CH2:33][CH2:32]2)=[O:30])[CH2:19]1)[C:6]1[CH:7]=[CH:8][C:9]([O:10][CH3:11])=[C:4]([O:3][CH2:1][CH3:2])[CH:5]=1)=[O:17])=[O:37]. The yield is 0.420. (3) The product is [C:1]([O:5][C:6]([N:8]1[CH2:12][C@@H:11]([O:13][C:18]2[CH:23]=[CH:22][CH:21]=[CH:20][CH:19]=2)[CH2:10][C@H:9]1[C:14]([O:16][CH3:17])=[O:15])=[O:7])([CH3:4])([CH3:3])[CH3:2]. The yield is 0.860. The catalyst is C1COCC1. The reactants are [C:1]([O:5][C:6]([N:8]1[CH2:12][C@H:11]([OH:13])[CH2:10][C@H:9]1[C:14]([O:16][CH3:17])=[O:15])=[O:7])([CH3:4])([CH3:3])[CH3:2].[C:18]1(O)[CH:23]=[CH:22][CH:21]=[CH:20][CH:19]=1.C1C=CC(P(C2C=CC=CC=2)C2C=CC=CC=2)=CC=1.CC(OC(/N=N/C(OC(C)C)=O)=O)C. (4) The reactants are [Si:1]([O:8][CH2:9][C@H:10]([C:12]1[CH:17]=[CH:16][C:15]([Cl:18])=[C:14](F)[CH:13]=1)[NH2:11])([C:4]([CH3:7])([CH3:6])[CH3:5])([CH3:3])[CH3:2].C(Cl)[Cl:21].C1N=CN([C:28](N2C=NC=C2)=[O:29])C=1.[F:35][C:36]([F:51])([F:50])[CH:37]([NH:39][C:40]1[N:41]=[CH:42][C:43]2[CH2:49][CH2:48][NH:47][CH2:46][C:44]=2[N:45]=1)[CH3:38]. The catalyst is O. The product is [Si:1]([O:8][CH2:9][C@@H:10]([NH:11][C:28]([N:47]1[CH2:48][CH2:49][C:43]2[CH:42]=[N:41][C:40]([NH:39][CH:37]([CH3:38])[C:36]([F:35])([F:50])[F:51])=[N:45][C:44]=2[CH2:46]1)=[O:29])[C:12]1[CH:17]=[CH:16][C:15]([Cl:18])=[C:14]([Cl:21])[CH:13]=1)([C:4]([CH3:7])([CH3:6])[CH3:5])([CH3:3])[CH3:2]. The yield is 0.831. (5) The reactants are [NH:1]([C:3]1[CH:12]=[CH:11][CH:10]=[C:9]2[C:4]=1[CH:5]=[CH:6][CH:7]=[N:8]2)[NH2:2].[CH:13]1([C:19]2[CH:24]=[CH:23][C:22]([CH:25]([CH:29]([CH3:31])[CH3:30])[C:26](O)=[O:27])=[CH:21][CH:20]=2)[CH2:18][CH2:17][CH2:16][CH2:15][CH2:14]1. No catalyst specified. The product is [CH:13]1([C:19]2[CH:20]=[CH:21][C:22]([CH:25]([CH:29]([CH3:31])[CH3:30])[C:26]([NH:2][NH:1][C:3]3[CH:12]=[CH:11][CH:10]=[C:9]4[C:4]=3[CH:5]=[CH:6][CH:7]=[N:8]4)=[O:27])=[CH:23][CH:24]=2)[CH2:14][CH2:15][CH2:16][CH2:17][CH2:18]1. The yield is 0.140. (6) The reactants are Br[C:2]1[CH:7]=[C:6]([O:8][CH2:9][O:10][CH3:11])[CH:5]=[C:4]([CH2:12][O:13][CH3:14])[C:3]=1[O:15][CH2:16][O:17][CH3:18].C1([Li])C=CC=CC=1.[CH3:26][O:27][C:28]([C:30]1[CH2:34][CH2:33][CH2:32][C:31]=1OS(C(F)(F)F)(=O)=O)=[O:29].[O-]S(C(F)(F)F)(=O)=O. The catalyst is C1COCC1.C(OCCCC)CCC.CCOCC.[Cl-].[Cl-].[Zn+2].[O-]S([O-])(=O)=O.[Zn+2].C1C=CC([P]([Pd]([P](C2C=CC=CC=2)(C2C=CC=CC=2)C2C=CC=CC=2)([P](C2C=CC=CC=2)(C2C=CC=CC=2)C2C=CC=CC=2)[P](C2C=CC=CC=2)(C2C=CC=CC=2)C2C=CC=CC=2)(C2C=CC=CC=2)C2C=CC=CC=2)=CC=1. The product is [CH3:26][O:27][C:28]([C:30]1[CH2:34][CH2:33][CH2:32][C:31]=1[C:2]1[CH:7]=[C:6]([O:8][CH2:9][O:10][CH3:11])[CH:5]=[C:4]([CH2:12][O:13][CH3:14])[C:3]=1[O:15][CH2:16][O:17][CH3:18])=[O:29]. The yield is 0.560.